Task: Predict the product of the given reaction.. Dataset: Forward reaction prediction with 1.9M reactions from USPTO patents (1976-2016) (1) Given the reactants [NH2:1][O:2][CH2:3][C:4]([NH:6][CH3:7])=[O:5].C(Cl)Cl.[F:11][C:12]1[C:13]([NH:28][C:29]2[CH:34]=[CH:33][C:32]([I:35])=[CH:31][C:30]=2[F:36])=[C:14]([CH:22]=[C:23]([CH:26]=O)[C:24]=1[F:25])[C:15]([NH:17][O:18][CH2:19][CH2:20][OH:21])=[O:16], predict the reaction product. The product is: [F:11][C:12]1[C:13]([NH:28][C:29]2[CH:34]=[CH:33][C:32]([I:35])=[CH:31][C:30]=2[F:36])=[C:14]([CH:22]=[C:23](/[CH:26]=[N:1]/[O:2][CH2:3][C:4](=[O:5])[NH:6][CH3:7])[C:24]=1[F:25])[C:15]([NH:17][O:18][CH2:19][CH2:20][OH:21])=[O:16]. (2) Given the reactants [F:1][C:2]([F:25])([F:24])[C:3]([C:7]1[CH:12]=[C:11]([C:13]([CH3:16])([CH3:15])[CH3:14])[CH:10]=[C:9]([C:17]([CH3:20])([CH3:19])[CH3:18])[C:8]=1[O:21][CH2:22][CH3:23])=[CH:4][CH2:5][OH:6].C[N+]1([O-])CCOCC1.C([N+](CCC)(CCC)CCC)CC, predict the reaction product. The product is: [F:1][C:2]([F:24])([F:25])[C:3]([C:7]1[CH:12]=[C:11]([C:13]([CH3:15])([CH3:14])[CH3:16])[CH:10]=[C:9]([C:17]([CH3:19])([CH3:18])[CH3:20])[C:8]=1[O:21][CH2:22][CH3:23])=[CH:4][CH:5]=[O:6]. (3) Given the reactants [F:1][C:2]1[CH:3]=[C:4]2[C:14](=[CH:15][CH:16]=1)[C:7]([CH2:8][C@@H:9]([C:11](O)=[O:12])[NH2:10])=[CH:6][NH:5]2.[H-].[Al+3].[Li+].[H-].[H-].[H-].O.[OH-].[Na+], predict the reaction product. The product is: [NH2:10][CH:9]([CH2:8][C:7]1[C:14]2[C:4](=[CH:3][C:2]([F:1])=[CH:16][CH:15]=2)[NH:5][CH:6]=1)[CH2:11][OH:12].